Task: Predict the reaction yield, written as a fraction of the theoretical maximum amount of product (1.0 means a 100% yield; for example, 0.34 means a 34% yield).. Dataset: Reaction yield outcomes from USPTO patents with 853,638 reactions The reactants are Cl[C:2]1[C:7]([N+:8]([O-:10])=[O:9])=[CH:6][CH:5]=[CH:4][C:3]=1[N+:11]([O-:13])=[O:12].[C:14]([O:18][C:19]([N:21]1[CH2:26][CH2:25][NH:24][CH2:23][CH2:22]1)=[O:20])([CH3:17])([CH3:16])[CH3:15].C([O-])([O-])=O.[K+].[K+]. The yield is 0.850. The product is [C:14]([O:18][C:19]([N:21]1[CH2:26][CH2:25][N:24]([C:2]2[C:7]([N+:8]([O-:10])=[O:9])=[CH:6][CH:5]=[CH:4][C:3]=2[N+:11]([O-:13])=[O:12])[CH2:23][CH2:22]1)=[O:20])([CH3:17])([CH3:15])[CH3:16]. The catalyst is C(#N)C.